Dataset: Catalyst prediction with 721,799 reactions and 888 catalyst types from USPTO. Task: Predict which catalyst facilitates the given reaction. (1) Reactant: [NH2:1][CH2:2][CH2:3][O:4][C:5]1[CH:12]=[CH:11][C:8]([CH:9]=[O:10])=[C:7]([O:13][CH2:14][C:15]2[CH:20]=[CH:19][CH:18]=[CH:17][C:16]=2[Br:21])[CH:6]=1.CCN(CC)CC.[C:29](Cl)(=[O:36])[C:30]1[CH:35]=[CH:34][CH:33]=[CH:32][CH:31]=1. Product: [Br:21][C:16]1[CH:17]=[CH:18][CH:19]=[CH:20][C:15]=1[CH2:14][O:13][C:7]1[CH:6]=[C:5]([CH:12]=[CH:11][C:8]=1[CH:9]=[O:10])[O:4][CH2:3][CH2:2][NH:1][C:29](=[O:36])[C:30]1[CH:35]=[CH:34][CH:33]=[CH:32][CH:31]=1. The catalyst class is: 2. (2) Reactant: [CH:1]1([CH:7]([NH:18][C:19]2[CH:24]=[CH:23][C:22]([C:25]([NH:27][CH2:28][CH2:29][C:30]([O:32]CC)=[O:31])=[O:26])=[CH:21][CH:20]=2)[C:8]2[S:16][C:15]3[C:10](=[N:11][CH:12]=[CH:13][CH:14]=3)[C:9]=2[CH3:17])[CH2:6][CH2:5][CH2:4][CH2:3][CH2:2]1.O1CCCC1.[OH-].[Na+]. Product: [CH:1]1([CH:7]([NH:18][C:19]2[CH:20]=[CH:21][C:22]([C:25]([NH:27][CH2:28][CH2:29][C:30]([OH:32])=[O:31])=[O:26])=[CH:23][CH:24]=2)[C:8]2[S:16][C:15]3[C:10](=[N:11][CH:12]=[CH:13][CH:14]=3)[C:9]=2[CH3:17])[CH2:6][CH2:5][CH2:4][CH2:3][CH2:2]1. The catalyst class is: 8. (3) Reactant: [NH2:1][C:2]1[C:3]([F:26])=[C:4]([CH:23]=[CH:24][CH:25]=1)[CH2:5][N:6]1[CH2:11][CH2:10][N:9]([C:12]([O:14][CH2:15][C:16]2[CH:21]=[CH:20][CH:19]=[CH:18][CH:17]=2)=[O:13])[C@H:8]([CH3:22])[CH2:7]1.[N:27]([C:30]1[CH:31]=[CH:32][C:33]([CH3:36])=[N:34][CH:35]=1)=[C:28]=[O:29]. Product: [F:26][C:3]1[C:2]([NH:1][C:28]([NH:27][C:30]2[CH:35]=[N:34][C:33]([CH3:36])=[CH:32][CH:31]=2)=[O:29])=[CH:25][CH:24]=[CH:23][C:4]=1[CH2:5][N:6]1[CH2:11][CH2:10][N:9]([C:12]([O:14][CH2:15][C:16]2[CH:21]=[CH:20][CH:19]=[CH:18][CH:17]=2)=[O:13])[C@H:8]([CH3:22])[CH2:7]1. The catalyst class is: 1. (4) Reactant: C[O:2][C:3](=[O:28])[C@@H:4]([NH:12][C:13](=[O:27])[C@@H:14]([NH:16][C:17]([O:19][CH2:20][C:21]1[CH:26]=[CH:25][CH:24]=[CH:23][CH:22]=1)=[O:18])[CH3:15])[CH2:5][C:6]1[CH:11]=[CH:10][CH:9]=[CH:8][N:7]=1.[OH-].C[Sn+](C)C. Product: [CH2:20]([O:19][C:17]([NH:16][C@@H:14]([CH3:15])[C:13]([NH:12][C@@H:4]([CH2:5][C:6]1[CH:11]=[CH:10][CH:9]=[CH:8][N:7]=1)[C:3]([OH:28])=[O:2])=[O:27])=[O:18])[C:21]1[CH:26]=[CH:25][CH:24]=[CH:23][CH:22]=1. The catalyst class is: 26. (5) Reactant: C[O:2][C:3]([C:5]1[N:9]=[CH:8][N:7]([C:10]([C:23]2[CH:28]=[CH:27][CH:26]=[CH:25][CH:24]=2)([C:17]2[CH:22]=[CH:21][CH:20]=[CH:19][CH:18]=2)[C:11]2[CH:16]=[CH:15][CH:14]=[CH:13][CH:12]=2)[N:6]=1)=O.[H-].[Al+3].[Li+].[H-].[H-].[H-].[OH-].[Na+].S([O-])([O-])(=O)=O.[Mg+2]. Product: [C:10]([N:7]1[CH:8]=[N:9][C:5]([CH2:3][OH:2])=[N:6]1)([C:11]1[CH:12]=[CH:13][CH:14]=[CH:15][CH:16]=1)([C:17]1[CH:22]=[CH:21][CH:20]=[CH:19][CH:18]=1)[C:23]1[CH:28]=[CH:27][CH:26]=[CH:25][CH:24]=1. The catalyst class is: 355.